This data is from Peptide-MHC class II binding affinity with 134,281 pairs from IEDB. The task is: Regression. Given a peptide amino acid sequence and an MHC pseudo amino acid sequence, predict their binding affinity value. This is MHC class II binding data. (1) The peptide sequence is IIYPGTLWCGHGNKSSGP. The MHC is DRB4_0101 with pseudo-sequence DRB4_0103. The binding affinity (normalized) is 0.00771. (2) The peptide sequence is LHFSEALRIIAGTPE. The MHC is DRB4_0101 with pseudo-sequence DRB4_0103. The binding affinity (normalized) is 0.505.